From a dataset of Reaction yield outcomes from USPTO patents with 853,638 reactions. Predict the reaction yield, written as a fraction of the theoretical maximum amount of product (1.0 means a 100% yield; for example, 0.34 means a 34% yield). (1) The product is [CH3:66][O:65][C:60]1[CH:61]=[CH:62][C:63]2[C:47](=[CH2:48])[CH2:46][N:49]([C:50](=[O:55])[C:51]([F:54])([F:53])[F:52])[CH2:56][CH2:57][C:58]=2[N:59]=1. The catalyst is C(#N)C.Cl[Pd](Cl)([P](C1C=CC=CC=1)(C1C=CC=CC=1)C1C=CC=CC=1)[P](C1C=CC=CC=1)(C1C=CC=CC=1)C1C=CC=CC=1.CC(N(C)C)=O.CCOC(C)=O. The reactants are BrC1C(CCOS(C)(=O)=O)=NC(OC)=CC=1.C(N)C=C.CCN(CC)CC.C(OC(C(F)(F)F)=O)(C(F)(F)F)=O.C([O-])(O)=O.[Na+].[CH2:46]([N:49]([CH2:56][CH2:57][C:58]1[C:63](Br)=[CH:62][CH:61]=[C:60]([O:65][CH3:66])[N:59]=1)[C:50](=[O:55])[C:51]([F:54])([F:53])[F:52])[CH:47]=[CH2:48].CC([O-])=O.[Na+]. The yield is 0.620. (2) The reactants are [C:1]([C:3]1[C:8]2[S:9][CH:10]=[CH:11][C:7]=2[C:6]([NH:12][C@H:13]([C@H:17]([OH:19])[CH3:18])[C:14]([OH:16])=O)=[CH:5][CH:4]=1)#[N:2].[C:20]([C:22]1[CH:31]=[CH:30][C:25]([C:26]([NH:28][NH2:29])=[O:27])=[CH:24][CH:23]=1)#[N:21].C1C=CC2N(O)N=NC=2C=1.C(Cl)CCl.CCN(CC)CC. The catalyst is C1COCC1.CN(C=O)C. The product is [C:20]([C:22]1[CH:23]=[CH:24][C:25]([C:26]([NH:28][NH:29][C:14](=[O:16])[C@H:13]([NH:12][C:6]2[C:7]3[CH:11]=[CH:10][S:9][C:8]=3[C:3]([C:1]#[N:2])=[CH:4][CH:5]=2)[C@H:17]([OH:19])[CH3:18])=[O:27])=[CH:30][CH:31]=1)#[N:21]. The yield is 0.820. (3) The product is [N+:1]([C:4]1[CH:9]=[CH:8][C:7]([O:10][CH2:12][C:13]2[O:17][N:16]=[C:15]([C:18]3[CH:19]=[CH:20][CH:21]=[CH:22][CH:23]=3)[N:14]=2)=[CH:6][CH:5]=1)([O-:3])=[O:2]. The catalyst is CC(C)=O. The yield is 0.920. The reactants are [N+:1]([C:4]1[CH:9]=[CH:8][C:7]([OH:10])=[CH:6][CH:5]=1)([O-:3])=[O:2].Cl[CH2:12][C:13]1[O:17][N:16]=[C:15]([C:18]2[CH:23]=[CH:22][CH:21]=[CH:20][CH:19]=2)[N:14]=1.C([O-])([O-])=O.[K+].[K+]. (4) The reactants are [NH2:1][C:2]1[CH:3]=[C:4]2[C:20](=[O:21])[NH:19][N:18]=[CH:17][C:6]3=[C:7]([C:11]4[CH:16]=[CH:15][CH:14]=[CH:13][CH:12]=4)[NH:8][C:9]([CH:10]=1)=[C:5]23.[C:22]1([C@H:28]2[CH2:30][C@@H:29]2[C:31](O)=[O:32])[CH:27]=[CH:26][CH:25]=[CH:24][CH:23]=1.C(N(CC)CC)C.F[P-](F)(F)(F)(F)F.N1(OC(N(C)C)=[N+](C)C)C2N=CC=CC=2N=N1. The catalyst is CN(C)C=O.C(Cl)Cl.CO. The product is [O:21]=[C:20]1[C:4]2[C:5]3[C:6](=[C:7]([C:11]4[CH:12]=[CH:13][CH:14]=[CH:15][CH:16]=4)[NH:8][C:9]=3[CH:10]=[C:2]([NH:1][C:31]([C@H:29]3[CH2:30][C@@H:28]3[C:22]3[CH:27]=[CH:26][CH:25]=[CH:24][CH:23]=3)=[O:32])[CH:3]=2)[CH:17]=[N:18][NH:19]1. The yield is 0.220. (5) The reactants are Br[C:2]1[CH:7]=[CH:6][C:5]([N+:8]([O-:10])=[O:9])=[CH:4][CH:3]=1.[Cl:11][C:12]1[CH:17]=[CH:16][C:15](B(O)O)=[CH:14][CH:13]=1. No catalyst specified. The product is [Cl:11][C:12]1[CH:17]=[CH:16][C:15]([C:2]2[CH:7]=[CH:6][C:5]([N+:8]([O-:10])=[O:9])=[CH:4][CH:3]=2)=[CH:14][CH:13]=1. The yield is 0.860. (6) The reactants are CO[C:3]1C=CC=[CH:5][C:4]=1[CH2:9][CH2:10]C(O)=O.[CH3:14][O:15][C:16]1[CH:21]=[CH:20][CH:19]=[CH:18][C:17]=1[CH2:22][CH2:23][C:24]([C:26]1[C:32]([OH:33])=[CH:31][C:30]([OH:34])=[CH:29][C:27]=1[OH:28])=[O:25]. The yield is 0.0800. No catalyst specified. The product is [OH:33][C:32]1[C:31]([CH2:21][CH2:16][CH:17]([CH3:22])[CH3:18])=[C:30]([OH:34])[C:29]([CH2:10][CH2:9][CH:4]([CH3:3])[CH3:5])([CH2:23][CH2:24][CH:26]([CH3:32])[CH3:27])[C:27](=[O:28])[C:26]=1[C:24](=[O:25])[CH2:23][CH2:22][C:17]1[CH:18]=[CH:19][CH:20]=[CH:21][C:16]=1[O:15][CH3:14]. (7) The yield is 0.580. The product is [CH2:20]([C@@H:15]1[C@@H:14]([CH:12]([CH3:13])[CH3:11])[CH2:19][O:18][C:16]1=[O:17])[C:21]1[CH:26]=[CH:25][CH:24]=[CH:23][CH:22]=1. The catalyst is C1COCC1. The reactants are C[Si]([N-][Si](C)(C)C)(C)C.[Li+].[CH3:11][CH:12]([C@H:14]1[CH2:19][O:18][C:16](=[O:17])[CH2:15]1)[CH3:13].[CH2:20](I)[C:21]1[CH:26]=[CH:25][CH:24]=[CH:23][CH:22]=1. (8) The reactants are [Br:1]N1C(=O)CCC1=O.[Cl:9][C:10]1[C:11]([CH3:18])=[CH:12][C:13]([O:16][CH3:17])=[N:14][CH:15]=1.S([O-])([O-])(=O)=S.[Na+].[Na+]. The catalyst is CN(C)C=O. The product is [Br:1][C:12]1[C:13]([O:16][CH3:17])=[N:14][CH:15]=[C:10]([Cl:9])[C:11]=1[CH3:18]. The yield is 0.970. (9) The reactants are [F:1][C:2]1[CH:3]=[C:4]([C:21]2[CH:22]=[N:23][N:24]3[CH:29]=[CH:28][C:27]([N:30]4[C@H:34]5[C:35]6[CH:36]=[CH:37][CH:38]=[CH:39][C:40]=6[CH2:41][C@H:33]5[O:32][C:31]4=[O:42])=[N:26][C:25]=23)[CH:5]=[CH:6][C:7]=1[C:8]1[N:12]=[CH:11][N:10](COCC[Si](C)(C)C)[N:9]=1.C(O)(C(F)(F)F)=O. The catalyst is C(Cl)Cl. The product is [F:1][C:2]1[CH:3]=[C:4]([C:21]2[CH:22]=[N:23][N:24]3[CH:29]=[CH:28][C:27]([N:30]4[C@H:34]5[C:35]6[CH:36]=[CH:37][CH:38]=[CH:39][C:40]=6[CH2:41][C@H:33]5[O:32][C:31]4=[O:42])=[N:26][C:25]=23)[CH:5]=[CH:6][C:7]=1[C:8]1[N:12]=[CH:11][NH:10][N:9]=1. The yield is 0.100. (10) The reactants are Cl[CH2:2]/[CH:3]=[CH:4]\[CH2:5][O:6][C:7](=[O:9])[CH3:8].[CH2:10]([NH2:12])[CH3:11]. The catalyst is C1COCC1. The product is [CH2:10]([NH:12][CH2:2]/[CH:3]=[CH:4]\[CH2:5][O:6][C:7](=[O:9])[CH3:8])[CH3:11]. The yield is 0.320.